From a dataset of Reaction yield outcomes from USPTO patents with 853,638 reactions. Predict the reaction yield, written as a fraction of the theoretical maximum amount of product (1.0 means a 100% yield; for example, 0.34 means a 34% yield). (1) The reactants are [NH2:1][C:2]1[CH:27]=[CH:26][C:5]([O:6][C:7]2[CH:12]=[CH:11][N:10]=[C:9]([NH:13][C:14]([N:16]3[CH2:21][CH2:20][CH:19]([CH2:22][N:23]([CH3:25])[CH3:24])[CH2:18][CH2:17]3)=[O:15])[CH:8]=2)=[C:4]([F:28])[CH:3]=1.[F:29][C:30]1[CH:35]=[CH:34][C:33]([NH:36][C:37]([C:39]2([C:42](O)=[O:43])[CH2:41][CH2:40]2)=[O:38])=[CH:32][CH:31]=1.C(N(CC)CC)C.F[P-](F)(F)(F)(F)F.N1(O[P+](N(C)C)(N(C)C)N(C)C)C2C=CC=CC=2N=N1. The catalyst is CN(C)C=O. The product is [CH3:24][N:23]([CH2:22][CH:19]1[CH2:18][CH2:17][N:16]([C:14]([NH:13][C:9]2[CH:8]=[C:7]([O:6][C:5]3[CH:26]=[CH:27][C:2]([NH:1][C:42]([C:39]4([C:37]([NH:36][C:33]5[CH:34]=[CH:35][C:30]([F:29])=[CH:31][CH:32]=5)=[O:38])[CH2:41][CH2:40]4)=[O:43])=[CH:3][C:4]=3[F:28])[CH:12]=[CH:11][N:10]=2)=[O:15])[CH2:21][CH2:20]1)[CH3:25]. The yield is 0.300. (2) The reactants are [F:1][C:2]([F:24])([F:23])[C:3]1[CH:4]=[C:5]([C:13]2[N:17]=[CH:16][N:15](/[CH:18]=[CH:19]\[C:20]([OH:22])=O)[N:14]=2)[CH:6]=[C:7]([C:9]([F:12])([F:11])[F:10])[CH:8]=1.[C:25]([NH:31][NH2:32])(=[O:30])[C:26]([CH3:29])([CH3:28])[CH3:27].C(P1(=O)OP(CCC)(=O)OP(CCC)(=O)O1)CC.CCN(C(C)C)C(C)C. The catalyst is CCOC(C)=O. The product is [F:12][C:9]([F:10])([F:11])[C:7]1[CH:6]=[C:5]([C:13]2[N:17]=[CH:16][N:15](/[CH:18]=[CH:19]\[C:20]([NH:32][NH:31][C:25](=[O:30])[C:26]([CH3:29])([CH3:28])[CH3:27])=[O:22])[N:14]=2)[CH:4]=[C:3]([C:2]([F:1])([F:23])[F:24])[CH:8]=1. The yield is 0.430. (3) The reactants are [CH3:1][N:2]([CH3:28])[C:3]1[NH:4][C:5](=[O:27])[C:6]([CH2:12][C:13]2[CH:18]=[CH:17][C:16]([C:19]3[C:20]([C:25]#[N:26])=[CH:21][CH:22]=[CH:23][CH:24]=3)=[CH:15][CH:14]=2)=[C:7]([CH2:9][CH2:10][CH3:11])[N:8]=1.[CH3:29][C:30]1([CH3:42])[CH2:34][C:33]2[CH:35]=[C:36](B(O)O)[CH:37]=[CH:38][C:32]=2[O:31]1.C(N(CC)CC)C.N1C=CC=CC=1. The catalyst is ClCCl.C(OCC)(=O)C.C([O-])(=O)C.[Cu+2].C([O-])(=O)C. The product is [CH3:28][N:2]([CH3:1])[C:3]1[N:4]([C:36]2[CH:37]=[CH:38][C:32]3[O:31][C:30]([CH3:29])([CH3:42])[CH2:34][C:33]=3[CH:35]=2)[C:5](=[O:27])[C:6]([CH2:12][C:13]2[CH:18]=[CH:17][C:16]([C:19]3[C:20]([C:25]#[N:26])=[CH:21][CH:22]=[CH:23][CH:24]=3)=[CH:15][CH:14]=2)=[C:7]([CH2:9][CH2:10][CH3:11])[N:8]=1. The yield is 0.110. (4) The reactants are [CH2:1]1[CH2:5]O[CH2:3][CH2:2]1.[CH3:6][N-:7]OC.[CH2:10]([Li])[CH2:11][CH2:12][CH2:13][CH2:14]C.[NH4+].[Cl-].C([O:22][CH2:23][CH3:24])(=O)C. No catalyst specified. The product is [N:7]1[CH:6]=[CH:5][CH:1]=[C:2]([C:23](=[O:22])[CH2:24][CH2:10][CH2:11][CH2:12][CH2:13][CH3:14])[CH:3]=1. The yield is 0.780. (5) The catalyst is CO.O1CCCC1. The reactants are [C:1]([C:3]1[C:4]([CH2:20][C:21]([CH3:24])([CH3:23])[CH3:22])=[N:5][C:6]([CH3:19])=[C:7]([C:11]=1[C:12]1[CH:17]=[CH:16][C:15]([CH3:18])=[CH:14][CH:13]=1)[C:8](O)=[O:9])#[N:2].CN(C)C=O.C(Cl)(=O)C(Cl)=O.[BH4-].[Na+]. The yield is 0.870. The product is [OH:9][CH2:8][C:7]1[C:6]([CH3:19])=[N:5][C:4]([CH2:20][C:21]([CH3:23])([CH3:22])[CH3:24])=[C:3]([C:11]=1[C:12]1[CH:17]=[CH:16][C:15]([CH3:18])=[CH:14][CH:13]=1)[C:1]#[N:2]. (6) The reactants are [Cl:1][C:2]1[N:3]=[C:4]2[C:9](=[CH:10][CH:11]=1)[N:8]=[CH:7][C:6]([C:12](=[O:14])[CH3:13])=[C:5]2[NH:15][C@H:16]1[CH2:21][CH2:20][C@H:19]([CH2:22][N:23]([CH3:25])[CH3:24])[CH2:18][CH2:17]1.[Cl:26][C:27]1[CH:28]=[C:29](B(O)O)[CH:30]=[C:31]([Cl:35])[C:32]=1[O:33][CH3:34].C1(N)C(F)=C(F)C(F)=C(N)C=1F.Cl.Cl. No catalyst specified. The product is [ClH:1].[ClH:26].[Cl:26][C:27]1[CH:28]=[C:29]([C:2]2[N:3]=[C:4]3[C:9](=[CH:10][CH:11]=2)[N:8]=[CH:7][C:6]([C:12](=[O:14])[CH3:13])=[C:5]3[NH:15][C@H:16]2[CH2:21][CH2:20][C@H:19]([CH2:22][N:23]([CH3:25])[CH3:24])[CH2:18][CH2:17]2)[CH:30]=[C:31]([Cl:35])[C:32]=1[O:33][CH3:34]. The yield is 0.660. (7) The reactants are C(OC(=O)[NH:7][CH2:8][C:9]1[CH:14]=[CH:13][C:12]([NH:15][C:16](=[O:29])[CH2:17][CH2:18][C:19]2[C:27]3[B:26]([OH:28])[O:25][CH2:24][C:23]=3[CH:22]=[CH:21][CH:20]=2)=[CH:11][CH:10]=1)(C)(C)C.Cl. The catalyst is CO. The product is [NH2:7][CH2:8][C:9]1[CH:14]=[CH:13][C:12]([NH:15][C:16]([CH2:17][CH2:18][C:19]2[C:27]3[B:26]([OH:28])[O:25][CH2:24][C:23]=3[CH:22]=[CH:21][CH:20]=2)=[O:29])=[CH:11][CH:10]=1. The yield is 0.517. (8) The reactants are [CH3:1][C:2]1[CH:3]=[C:4]([C:18]2[N:22]=[N:21][NH:20][C:19]=2[C:23]#[N:24])[CH:5]=[C:6]([C:8]2[N:13]=[C:12]([C:14]([F:17])([F:16])[F:15])[CH:11]=[CH:10][N:9]=2)[CH:7]=1.[H-].[Na+].[C:27]([O:30][CH2:31]Cl)(=[O:29])[CH3:28]. The catalyst is CN(C=O)C. The product is [C:23]([C:19]1[C:18]([C:4]2[CH:5]=[C:6]([C:8]3[N:13]=[C:12]([C:14]([F:17])([F:16])[F:15])[CH:11]=[CH:10][N:9]=3)[CH:7]=[C:2]([CH3:1])[CH:3]=2)=[N:22][N:21]([CH2:31][O:30][C:27](=[O:29])[CH3:28])[N:20]=1)#[N:24]. The yield is 0.670. (9) The reactants are C(=O)([O-])[O-].[Na+:5].[Na+].B([C:10]1[CH:18]=[CH:17][C:13]([C:14]([OH:16])=[O:15])=[CH:12][CH:11]=1)(O)O.Cl.Br[C:21]1[CH:26]=[CH:25][N:24]=[CH:23][CH:22]=1. The catalyst is O.C(O)C.C([O-])(=O)C.[Pd+2].C([O-])(=O)C.[Na+].[Na+].[Na+].P(C1C=C(S([O-])(=O)=O)C=CC=1)(C1C=C(S([O-])(=O)=O)C=CC=1)C1C=C(S([O-])(=O)=O)C=CC=1. The product is [N:24]1[CH:25]=[CH:26][C:21]([C:10]2[CH:18]=[CH:17][C:13]([C:14]([O-:16])=[O:15])=[CH:12][CH:11]=2)=[CH:22][CH:23]=1.[Na+:5]. The yield is 0.990. (10) The reactants are [CH3:1][O:2][C:3]1[C:8]2[N:9]=[C:10]([NH2:12])[S:11][C:7]=2[C:6]([CH:13]2[CH2:18][CH2:17][O:16][CH2:15][CH2:14]2)=[CH:5][CH:4]=1.Cl[C:20](OC1C=CC=CC=1)=[O:21].[OH:29][CH2:30][CH:31]1[CH2:36][CH2:35][NH:34][CH2:33][CH2:32]1. No catalyst specified. The product is [CH3:1][O:2][C:3]1[C:8]2[N:9]=[C:10]([NH:12][C:20]([N:34]3[CH2:35][CH2:36][CH:31]([CH2:30][OH:29])[CH2:32][CH2:33]3)=[O:21])[S:11][C:7]=2[C:6]([CH:13]2[CH2:18][CH2:17][O:16][CH2:15][CH2:14]2)=[CH:5][CH:4]=1. The yield is 0.870.